This data is from Experimentally validated miRNA-target interactions with 360,000+ pairs, plus equal number of negative samples. The task is: Binary Classification. Given a miRNA mature sequence and a target amino acid sequence, predict their likelihood of interaction. The miRNA is cel-miR-360-3p with sequence UGACCGUAAUCCCGUUCACAA. The protein sequence of the target gene is MFGNLFEEDYSSVSSSQYGRGKKLKTKGLEPPAPREFTNLSGIRNQGGTCYLSSLLQTLHFTPEFREALFSLGPEELGSLEDKDKPDAKVRIIPLQLQRLFAQLLLLDQEAASTIDLTDSFGWTNDEEMRQHDVQELNRILFSALETSLVGTSGHDLIHRLYHGTIVNQIVCKECKNISERQEDFLDLTVAVKNVSGLEDELCNMYVEEEIFDYDNLYHCGTCDRLVKAAKSAKLRKLPPFLTISLLRFNFDFVKCERYKDTSCYTFPLRINLKPFCEQSELDDMEYMYDLFSVIIHKGG.... Result: 0 (no interaction).